This data is from Catalyst prediction with 721,799 reactions and 888 catalyst types from USPTO. The task is: Predict which catalyst facilitates the given reaction. (1) Reactant: [OH-].[Na+].[N:3]([CH2:6][CH2:7][O:8][CH2:9][CH2:10]OS(C1C=CC(C)=CC=1)(=O)=O)=[N+:4]=[N-:5].[SH:22][CH2:23][CH2:24][OH:25]. Product: [N:3]([CH2:6][CH2:7][O:8][CH2:9][CH2:10][S:22][CH2:23][CH2:24][OH:25])=[N+:4]=[N-:5]. The catalyst class is: 5. (2) Reactant: [CH3:1][O:2][C:3]1[CH:8]=[C:7]([O:9][CH3:10])[CH:6]=[C:5]([O:11][CH3:12])[C:4]=1[C:13]([CH3:17])=[CH:14][CH2:15][OH:16].[H][H]. Product: [CH3:12][O:11][C:5]1[CH:6]=[C:7]([O:9][CH3:10])[CH:8]=[C:3]([O:2][CH3:1])[C:4]=1[CH:13]([CH3:17])[CH2:14][CH2:15][OH:16]. The catalyst class is: 849. (3) Reactant: [C:1]([O:5][C:6]([NH:8][CH2:9][CH2:10][CH2:11][O:12][C:13]1[CH:14]=[CH:15][C:16]([N+:23]([O-])=O)=[C:17]([C:19](=[O:22])[CH:20]=[CH2:21])[CH:18]=1)=[O:7])([CH3:4])([CH3:3])[CH3:2]. Product: [C:1]([O:5][C:6]([NH:8][CH2:9][CH2:10][CH2:11][O:12][C:13]1[CH:14]=[CH:15][C:16]([NH2:23])=[C:17]([C:19](=[O:22])[CH2:20][CH3:21])[CH:18]=1)=[O:7])([CH3:2])([CH3:3])[CH3:4]. The catalyst class is: 178. (4) Reactant: Br[C:2]1[CH:3]=[N:4][CH:5]=[C:6]([Br:8])[CH:7]=1.Cl.[CH3:10][CH:11]1[NH:16][CH2:15][CH2:14][N:13]2[C:17]([C:20]([F:23])([F:22])[F:21])=[CH:18][N:19]=[C:12]12.CC(C)([O-])C.[Na+].C1C=CC(P(C2C(C3C(P(C4C=CC=CC=4)C4C=CC=CC=4)=CC=C4C=3C=CC=C4)=C3C(C=CC=C3)=CC=2)C2C=CC=CC=2)=CC=1. Product: [Br:8][C:6]1[CH:7]=[C:2]([N:16]2[CH2:15][CH2:14][N:13]3[C:17]([C:20]([F:23])([F:21])[F:22])=[CH:18][N:19]=[C:12]3[CH:11]2[CH3:10])[CH:3]=[N:4][CH:5]=1. The catalyst class is: 101. (5) Reactant: [F:1][C:2]1[CH:7]=[CH:6][C:5]([S:8]([NH:11][CH:12]2[CH2:24][N:16]3[C:17]4[C:22]([CH:23]=[C:15]3[CH2:14][CH2:13]2)=[CH:21][CH:20]=[CH:19][CH:18]=4)(=[O:10])=[O:9])=[CH:4][CH:3]=1.[H-].[Na+].CI.[CH3:29]C(O)=O. Product: [F:1][C:2]1[CH:7]=[CH:6][C:5]([S:8]([N:11]([CH3:29])[CH:12]2[CH2:24][N:16]3[C:17]4[C:22]([CH:23]=[C:15]3[CH2:14][CH2:13]2)=[CH:21][CH:20]=[CH:19][CH:18]=4)(=[O:9])=[O:10])=[CH:4][CH:3]=1. The catalyst class is: 3.